This data is from NCI-60 drug combinations with 297,098 pairs across 59 cell lines. The task is: Regression. Given two drug SMILES strings and cell line genomic features, predict the synergy score measuring deviation from expected non-interaction effect. Drug 1: C1C(C(OC1N2C=NC3=C(N=C(N=C32)Cl)N)CO)O. Drug 2: CN(CCCl)CCCl.Cl. Cell line: SK-MEL-2. Synergy scores: CSS=31.9, Synergy_ZIP=3.42, Synergy_Bliss=-0.483, Synergy_Loewe=-0.318, Synergy_HSA=1.60.